From a dataset of Catalyst prediction with 721,799 reactions and 888 catalyst types from USPTO. Predict which catalyst facilitates the given reaction. (1) Reactant: O.NN.O=C1C2C(=CC=CC=2)C(=O)[N:6]1[CH2:15][CH2:16][CH2:17][C@H:18]1[CH2:23][CH2:22][CH2:21][N:20]([C:24]([O:26][CH2:27][C:28]2[CH:33]=[CH:32][CH:31]=[CH:30][CH:29]=2)=[O:25])[CH2:19]1. Product: [NH2:6][CH2:15][CH2:16][CH2:17][C@H:18]1[CH2:23][CH2:22][CH2:21][N:20]([C:24]([O:26][CH2:27][C:28]2[CH:33]=[CH:32][CH:31]=[CH:30][CH:29]=2)=[O:25])[CH2:19]1. The catalyst class is: 14. (2) Reactant: [Cl:1][C:2]1[C:3]([O:12][C:13]2[CH:18]=[C:17]([OH:19])[CH:16]=[CH:15][C:14]=2/[CH:20]=[CH:21]/[C:22]([O:24][CH2:25][CH3:26])=[O:23])=[N:4][CH:5]=[C:6]([C:8]([F:11])([F:10])[F:9])[CH:7]=1.Br[CH2:28][C:29](=[O:31])[CH3:30].C(=O)([O-])[O-].[K+].[K+].[I-].[Na+]. Product: [Cl:1][C:2]1[C:3]([O:12][C:13]2[CH:18]=[C:17]([O:19][CH2:28][C:29](=[O:31])[CH3:30])[CH:16]=[CH:15][C:14]=2/[CH:20]=[CH:21]/[C:22]([O:24][CH2:25][CH3:26])=[O:23])=[N:4][CH:5]=[C:6]([C:8]([F:9])([F:11])[F:10])[CH:7]=1. The catalyst class is: 145. (3) Reactant: [CH2:1]([C:6]1[CH:10]([C:11]2[CH:16]=[CH:15][CH:14]=[CH:13][CH:12]=2)[CH2:9][NH:8][N:7]=1)[CH2:2][CH2:3][CH2:4][CH3:5].[C:17]1([C:27](Cl)=[O:28])[C:26]2[C:21](=[CH:22][CH:23]=[CH:24][CH:25]=2)[CH:20]=[CH:19][CH:18]=1. Product: [C:17]1([C:27]([N:8]2[CH2:9][CH:10]([C:11]3[CH:16]=[CH:15][CH:14]=[CH:13][CH:12]=3)[C:6]([CH2:1][CH2:2][CH2:3][CH2:4][CH3:5])=[N:7]2)=[O:28])[C:26]2[C:21](=[CH:22][CH:23]=[CH:24][CH:25]=2)[CH:20]=[CH:19][CH:18]=1. The catalyst class is: 11. (4) Reactant: [CH:1]1([C:4]2[C:5]([N:23]3[CH2:28][CH2:27][N:26]([C:29]([O:31][C:32]([CH3:35])([CH3:34])[CH3:33])=[O:30])[CH2:25][CH2:24]3)=[C:6]3[C:12](I)=[N:11][N:10]([CH2:14][C:15]4[CH:20]=[CH:19][C:18]([O:21][CH3:22])=[CH:17][CH:16]=4)[C:7]3=[N:8][CH:9]=2)[CH2:3][CH2:2]1.[F-].[K+].N1C2C(=CC=C3C=2N=CC=C3)C=CC=1.[CH3:52][OH:53]. Product: [CH:1]1([C:4]2[C:5]([N:23]3[CH2:28][CH2:27][N:26]([C:29]([O:31][C:32]([CH3:35])([CH3:34])[CH3:33])=[O:30])[CH2:25][CH2:24]3)=[C:6]3[C:12]([O:53][CH3:52])=[N:11][N:10]([CH2:14][C:15]4[CH:20]=[CH:19][C:18]([O:21][CH3:22])=[CH:17][CH:16]=4)[C:7]3=[N:8][CH:9]=2)[CH2:3][CH2:2]1. The catalyst class is: 11. (5) Reactant: [O:1]=[C:2]1[N:6]2[CH2:7][S:8][CH2:9][CH:5]2[C:4](=[O:10])[N:3]1[C:11]1[C:20]2[C:15](=[CH:16][CH:17]=[CH:18][CH:19]=2)[C:14]([C:21]#[N:22])=[CH:13][CH:12]=1.ClC1C=C(C=CC=1)C(OO)=[O:28]. Product: [O:28]=[S:8]1[CH2:9][CH:5]2[C:4](=[O:10])[N:3]([C:11]3[C:20]4[C:15](=[CH:16][CH:17]=[CH:18][CH:19]=4)[C:14]([C:21]#[N:22])=[CH:13][CH:12]=3)[C:2](=[O:1])[N:6]2[CH2:7]1. The catalyst class is: 2. (6) Product: [CH2:1]([O:8][C:9]1[CH:10]=[C:11]2[N:21]([C:22]([O:24][C:25]([CH3:28])([CH3:27])[CH3:26])=[O:23])[CH2:20][CH:19]([CH2:29][Cl:51])[C:12]2=[C:13]2[C:18]=1[N:17]=[CH:16][CH:15]=[CH:14]2)[C:2]1[CH:7]=[CH:6][CH:5]=[CH:4][CH:3]=1. The catalyst class is: 250. Reactant: [CH2:1]([O:8][C:9]1[CH:10]=[C:11]2[N:21]([C:22]([O:24][C:25]([CH3:28])([CH3:27])[CH3:26])=[O:23])[CH2:20][CH:19]([CH2:29]O)[C:12]2=[C:13]2[C:18]=1[N:17]=[CH:16][CH:15]=[CH:14]2)[C:2]1[CH:7]=[CH:6][CH:5]=[CH:4][CH:3]=1.C1C=CC(P(C2C=CC=CC=2)C2C=CC=CC=2)=CC=1.C(Cl)[Cl:51].C(Cl)(Cl)(Cl)Cl.